Dataset: Full USPTO retrosynthesis dataset with 1.9M reactions from patents (1976-2016). Task: Predict the reactants needed to synthesize the given product. (1) Given the product [CH3:1][S:2]([C:5]1[CH:10]=[CH:9][C:8]([CH:11]([C:12]2[NH:34][C:15]([C:17]3[CH:22]=[CH:21][CH:20]=[CH:19][N:18]=3)=[CH:14][CH:13]=2)[CH2:24][CH:25]2[CH2:29][CH2:28][CH2:27][O:26]2)=[CH:7][CH:6]=1)(=[O:4])=[O:3], predict the reactants needed to synthesize it. The reactants are: [CH3:1][S:2]([C:5]1[CH:10]=[CH:9][C:8]([CH:11]([CH2:24][CH:25]2[CH2:29][CH2:28][CH2:27][O:26]2)[C:12](=O)[CH2:13][CH2:14][C:15]([C:17]2[CH:22]=[CH:21][CH:20]=[CH:19][N:18]=2)=O)=[CH:7][CH:6]=1)(=[O:4])=[O:3].C([O-])(=O)C.[NH4+:34].C(=O)([O-])O.[Na+]. (2) The reactants are: [Cl:1][C:2]1[CH:24]=[CH:23][C:5]([C:6]([C:8]2[CH:9]=[C:10]3[C:15](=[CH:16][CH:17]=2)[N:14]([CH3:18])[C:13](=[O:19])[CH:12]=[C:11]3[C:20](=[S:22])[NH2:21])=[O:7])=[CH:4][CH:3]=1.Br[CH2:26][C:27]([C:29]1[CH:34]=[CH:33][CH:32]=[CH:31][CH:30]=1)=O.C(Cl)Cl. Given the product [Cl:1][C:2]1[CH:3]=[CH:4][C:5]([C:6]([C:8]2[CH:9]=[C:10]3[C:15](=[CH:16][CH:17]=2)[N:14]([CH3:18])[C:13](=[O:19])[CH:12]=[C:11]3[C:20]2[S:22][CH:26]=[C:27]([C:29]3[CH:34]=[CH:33][CH:32]=[CH:31][CH:30]=3)[N:21]=2)=[O:7])=[CH:23][CH:24]=1, predict the reactants needed to synthesize it. (3) Given the product [CH3:17][N:19]([CH3:20])[C:14](=[O:16])[CH2:13][CH2:12][C:10]1[C:11]2[C:2](=[O:1])[CH2:3][CH2:4][CH2:5][CH2:6][C:7]=2[NH:8][CH:9]=1, predict the reactants needed to synthesize it. The reactants are: [O:1]=[C:2]1[C:11]2[C:10]([CH2:12][CH2:13][C:14]([OH:16])=O)=[CH:9][NH:8][C:7]=2[CH2:6][CH2:5][CH2:4][CH2:3]1.[C:17](N1C=CN=C1)([N:19]1C=CN=[CH:20]1)=O.CNC.O. (4) Given the product [OH:27][C:24]1[CH:25]=[CH:26][C:21]([CH:14]([C:10]2[N:9]([CH3:8])[CH:13]=[CH:12][N:11]=2)[CH2:15][C:16]([O:18][CH2:19][CH3:20])=[O:17])=[CH:22][CH:23]=1, predict the reactants needed to synthesize it. The reactants are: FC(F)(F)C(O)=O.[CH3:8][N:9]1[CH:13]=[CH:12][N:11]=[C:10]1[CH:14]([C:21]1[CH:26]=[CH:25][C:24]([O:27]C2CCCCO2)=[CH:23][CH:22]=1)[CH2:15][C:16]([O:18][CH2:19][CH3:20])=[O:17]. (5) Given the product [C:19]([O:23][C:24](=[O:47])[N:25]([CH2:34][CH2:35][O:36][C:37]1[CH:42]=[C:41]([O:43][CH3:44])[C:40]([NH:45][C:10]([NH:9][C:6]2[CH:5]=[N:4][C:3]([C:1]#[N:2])=[CH:8][N:7]=2)=[O:18])=[CH:39][C:38]=1[Cl:46])[CH2:26][CH2:27][N:28]1[CH2:33][CH2:32][O:31][CH2:30][CH2:29]1)([CH3:22])([CH3:20])[CH3:21], predict the reactants needed to synthesize it. The reactants are: [C:1]([C:3]1[N:4]=[CH:5][C:6]([NH:9][C:10](=[O:18])OC2C=CC=CC=2)=[N:7][CH:8]=1)#[N:2].[C:19]([O:23][C:24](=[O:47])[N:25]([CH2:34][CH2:35][O:36][C:37]1[CH:42]=[C:41]([O:43][CH3:44])[C:40]([NH2:45])=[CH:39][C:38]=1[Cl:46])[CH2:26][CH2:27][N:28]1[CH2:33][CH2:32][O:31][CH2:30][CH2:29]1)([CH3:22])([CH3:21])[CH3:20]. (6) Given the product [C:1]([CH:6]([CH2:17][CH2:18][CH2:19][CH2:20][CH2:21][CH2:22][CH2:23][CH2:24][CH2:25][CH2:26][CH2:27][CH3:28])[CH2:7][CH2:8][P:9](=[O:16])([O:13][CH2:14][CH3:15])[O:10][CH2:11][CH3:12])([OH:3])=[O:2], predict the reactants needed to synthesize it. The reactants are: [C:1]([CH:6]([CH2:17][CH2:18][CH2:19][CH2:20][CH2:21][CH2:22][CH2:23][CH2:24][CH2:25][CH2:26][CH2:27][CH3:28])[CH2:7][CH2:8][P:9](=[O:16])([O:13][CH2:14][CH3:15])[O:10][CH2:11][CH3:12])([O:3]CC)=[O:2].[OH-].[Na+].